Task: Predict the reactants needed to synthesize the given product.. Dataset: Full USPTO retrosynthesis dataset with 1.9M reactions from patents (1976-2016) Given the product [CH2:1]([O:3][C:4]([C:6]1[C:11](=[O:12])[N:10]([CH2:13][C:14]2[CH:19]=[CH:18][CH:17]=[C:16]([F:20])[CH:15]=2)[C:9]2[CH:21]=[CH:22][S:23][C:8]=2[C:7]=1[Cl:28])=[O:5])[CH3:2], predict the reactants needed to synthesize it. The reactants are: [CH2:1]([O:3][C:4]([C:6]1[C:11](=[O:12])[N:10]([CH2:13][C:14]2[CH:19]=[CH:18][CH:17]=[C:16]([F:20])[CH:15]=2)[C:9]2[CH:21]=[CH:22][S:23][C:8]=2[C:7]=1O)=[O:5])[CH3:2].C(Cl)(=O)C([Cl:28])=O.[Na+].[Cl-].